Dataset: Reaction yield outcomes from USPTO patents with 853,638 reactions. Task: Predict the reaction yield, written as a fraction of the theoretical maximum amount of product (1.0 means a 100% yield; for example, 0.34 means a 34% yield). (1) The reactants are CS(O[CH2:6][CH:7]1[C:17]2=[C:18]3[C:13](=[CH:14][CH:15]=[C:16]2[F:19])[CH:12]=[CH:11][C:10](=[O:20])[N:9]3[CH2:8]1)(=O)=O.[C:21]1([CH2:27][O:28][C:29](=[O:38])[NH:30][CH2:31][C@@H:32]2[C@H:36]([OH:37])[CH2:35][NH:34][CH2:33]2)[CH:26]=[CH:25][CH:24]=[CH:23][CH:22]=1. The catalyst is C(#N)C. The product is [C:21]1([CH2:27][O:28][C:29](=[O:38])[NH:30][CH2:31][C@@H:32]2[C@H:36]([OH:37])[CH2:35][N:34]([CH2:6][CH:7]3[C:17]4=[C:18]5[C:13](=[CH:14][CH:15]=[C:16]4[F:19])[CH:12]=[CH:11][C:10](=[O:20])[N:9]5[CH2:8]3)[CH2:33]2)[CH:26]=[CH:25][CH:24]=[CH:23][CH:22]=1. The yield is 0.660. (2) The reactants are [F:1][C:2]1[CH:7]=[CH:6][CH:5]=[C:4]([F:8])[C:3]=1[N:9]1[C:14]2[N:15]=[C:16](S(C)(=O)=O)[N:17]=[C:18]([C:19]3[CH:20]=[C:21]([CH:28]=[CH:29][C:30]=3[CH3:31])[C:22]([NH:24][CH2:25][CH2:26][CH3:27])=[O:23])[C:13]=2[CH2:12][NH:11][C:10]1=[O:36].Cl.[Cl:38][CH2:39][CH2:40][CH2:41][NH2:42].C(N(CC)CC)C. The product is [Cl:38][CH2:39][CH2:40][CH2:41][NH:42][C:16]1[N:17]=[C:18]([C:19]2[CH:20]=[C:21]([CH:28]=[CH:29][C:30]=2[CH3:31])[C:22]([NH:24][CH2:25][CH2:26][CH3:27])=[O:23])[C:13]2[CH2:12][NH:11][C:10](=[O:36])[N:9]([C:3]3[C:2]([F:1])=[CH:7][CH:6]=[CH:5][C:4]=3[F:8])[C:14]=2[N:15]=1. The catalyst is CN(C=O)C. The yield is 0.470. (3) The reactants are [CH3:1][CH:2]1[CH2:6][C:5]2[C:7]([CH3:19])=[C:8]([N:13]3[CH2:18][CH2:17][NH:16][CH2:15][CH2:14]3)[C:9]([CH3:12])=[C:10]([CH3:11])[C:4]=2[O:3]1.Br[C:21]1[S:22][CH:23]=[N:24][N:25]=1. No catalyst specified. The product is [CH3:1][CH:2]1[CH2:6][C:5]2[C:7]([CH3:19])=[C:8]([N:13]3[CH2:14][CH2:15][N:16]([C:21]4[S:22][CH:23]=[N:24][N:25]=4)[CH2:17][CH2:18]3)[C:9]([CH3:12])=[C:10]([CH3:11])[C:4]=2[O:3]1. The yield is 0.140. (4) The yield is 0.750. The catalyst is O.Cl[Cu]. The product is [Br:8][C:7]1[N:6]=[C:5]([NH:9][C:10](=[O:13])[O:11][CH3:12])[CH:4]=[CH:3][C:2]=1[Cl:18]. The reactants are N[C:2]1[CH:3]=[CH:4][C:5]([NH:9][C:10](=[O:13])[O:11][CH3:12])=[N:6][C:7]=1[Br:8].N([O-])=O.[Na+].[ClH:18]. (5) The reactants are Cl[C:2]1[S:6][N:5]=[C:4]([CH3:7])[N:3]=1.CN1[CH:13]=[CH:12][C:11]([NH2:14])=[N:10]1.[CH3:15][C:16]1(C)C2C(=C(P(C3C=CC=CC=3)C3C=CC=CC=3)C=CC=2)OC2C(P(C3C=CC=CC=3)C3C=CC=CC=3)=CC=CC1=2.C([O-])([O-])=O.[Cs+].[Cs+]. The catalyst is O1CCOCC1.C1C=CC(/C=C/C(/C=C/C2C=CC=CC=2)=O)=CC=1.C1C=CC(/C=C/C(/C=C/C2C=CC=CC=2)=O)=CC=1.C1C=CC(/C=C/C(/C=C/C2C=CC=CC=2)=O)=CC=1.[Pd].[Pd].O. The yield is 0.180. The product is [CH3:7][C:4]1[N:3]=[C:2]([NH:14][C:11]2[CH:12]=[CH:13][CH:16]=[CH:15][N:10]=2)[S:6][N:5]=1. (6) The catalyst is C(O)C. The yield is 1.00. The reactants are [NH:1]1[CH2:6][CH2:5][CH:4]([NH:7][C:8](=[O:14])[O:9][C:10]([CH3:13])([CH3:12])[CH3:11])[CH2:3][CH2:2]1.[C:15](#[N:18])[CH:16]=[CH2:17]. The product is [C:15]([CH2:16][CH2:17][N:1]1[CH2:2][CH2:3][CH:4]([NH:7][C:8](=[O:14])[O:9][C:10]([CH3:11])([CH3:13])[CH3:12])[CH2:5][CH2:6]1)#[N:18].